From a dataset of Full USPTO retrosynthesis dataset with 1.9M reactions from patents (1976-2016). Predict the reactants needed to synthesize the given product. (1) Given the product [C:1]1([C@H:7]([C:8]([O:10][C:11]([CH3:14])([CH3:13])[CH3:12])=[O:9])[C@@H:36]([CH2:35][CH2:34][C:33]([F:32])([F:55])[F:56])[C:37]([O:39][CH2:40][C:41]2[CH:46]=[CH:45][CH:44]=[CH:43][CH:42]=2)=[O:38])[CH:6]=[CH:5][CH:4]=[CH:3][CH:2]=1, predict the reactants needed to synthesize it. The reactants are: [C:1]1([CH2:7][C:8]([O:10][C:11]([CH3:14])([CH3:13])[CH3:12])=[O:9])[CH:6]=[CH:5][CH:4]=[CH:3][CH:2]=1.C[Si]([N-][Si](C)(C)C)(C)C.[K+].C1(C)C=CC=CC=1.[F:32][C:33]([F:56])([F:55])[CH2:34][CH2:35][C@@H:36](OS(C(F)(F)F)(=O)=O)[C:37]([O:39][CH2:40][C:41]1[CH:46]=[CH:45][CH:44]=[CH:43][CH:42]=1)=[O:38]. (2) Given the product [Cl:12][C:13]1[C:18]([CH3:19])=[CH:17][CH:16]=[C:15]([I:20])[N:14]=1, predict the reactants needed to synthesize it. The reactants are: CN(C)CCO.C([Li])CCC.[Cl:12][C:13]1[C:18]([CH3:19])=[CH:17][CH:16]=[CH:15][N:14]=1.[I:20]I. (3) The reactants are: [OH:1][C:2]1[CH:7]=[CH:6][C:5]([C:8](=[O:11])[CH2:9][CH3:10])=[CH:4][C:3]=1[O:12][CH3:13].CCN(CC)CC.[F:21][C:22]([F:35])([F:34])[S:23](O[S:23]([C:22]([F:35])([F:34])[F:21])(=[O:25])=[O:24])(=[O:25])=[O:24]. Given the product [F:21][C:22]([F:35])([F:34])[S:23]([O:1][C:2]1[CH:7]=[CH:6][C:5]([C:8](=[O:11])[CH2:9][CH3:10])=[CH:4][C:3]=1[O:12][CH3:13])(=[O:25])=[O:24], predict the reactants needed to synthesize it. (4) Given the product [C:3]([N:24]1[CH2:25][CH2:26][CH:21]([C:19]2[CH:18]=[CH:17][C:16]([NH:27][C:28]([C:30]3[NH:31][CH:32]=[C:33]([C:35]#[N:36])[N:34]=3)=[O:29])=[C:15]([C:12]3[CH2:13][CH2:14][S:9](=[O:8])(=[O:37])[CH2:10][CH:11]=3)[CH:20]=2)[CH2:22][CH2:23]1)(=[O:4])[CH3:2], predict the reactants needed to synthesize it. The reactants are: F[C:2](F)(F)[C:3](O)=[O:4].[O:8]=[S:9]1(=[O:37])[CH2:14][CH:13]=[C:12]([C:15]2[CH:20]=[C:19]([CH:21]3[CH2:26][CH2:25][NH:24][CH2:23][CH2:22]3)[CH:18]=[CH:17][C:16]=2[NH:27][C:28]([C:30]2[NH:31][CH:32]=[C:33]([C:35]#[N:36])[N:34]=2)=[O:29])[CH2:11][CH2:10]1.C(Cl)Cl.CN(C=O)C.CCN(C(C)C)C(C)C.C(OC(=O)C)(=O)C.